This data is from Full USPTO retrosynthesis dataset with 1.9M reactions from patents (1976-2016). The task is: Predict the reactants needed to synthesize the given product. (1) Given the product [OH:17][CH2:18][CH2:19][NH:20][C:10]([C:2]1[NH:1][C:5]2[CH:6]=[CH:7][CH:8]=[CH:9][C:4]=2[N:3]=1)=[O:12], predict the reactants needed to synthesize it. The reactants are: [NH:1]1[C:5]2[CH:6]=[CH:7][CH:8]=[CH:9][C:4]=2[N:3]=[C:2]1[C:10]([OH:12])=O.S(Cl)(Cl)=O.[OH:17][CH2:18][CH2:19][NH2:20]. (2) The reactants are: [CH3:1][O:2][C:3]1[CH:8]=[CH:7][C:6]([N:9]2[CH2:14][CH2:13][N:12]([C:15]3[C:16]([CH3:40])=[C:17]([CH3:39])[C:18]4[O:22][C:21]([CH3:24])([CH3:23])[CH:20]([O:25][CH2:26][C:27]5[CH:36]=[CH:35][C:30]([C:31]([O:33]C)=[O:32])=[CH:29][CH:28]=5)[C:19]=4[C:37]=3[CH3:38])[CH2:11][CH2:10]2)=[CH:5][CH:4]=1.C1COCC1.[OH-].[Na+].Cl. Given the product [CH3:1][O:2][C:3]1[CH:4]=[CH:5][C:6]([N:9]2[CH2:10][CH2:11][N:12]([C:15]3[C:16]([CH3:40])=[C:17]([CH3:39])[C:18]4[O:22][C:21]([CH3:24])([CH3:23])[CH:20]([O:25][CH2:26][C:27]5[CH:28]=[CH:29][C:30]([C:31]([OH:33])=[O:32])=[CH:35][CH:36]=5)[C:19]=4[C:37]=3[CH3:38])[CH2:13][CH2:14]2)=[CH:7][CH:8]=1, predict the reactants needed to synthesize it. (3) Given the product [O:20]1[CH2:21][CH2:22][O:23][CH2:24][CH:19]1[C:18]1[C:12]2[S:11][C:10]([NH:9][C:8]([N:42]3[CH2:43][CH2:44][C:39]4([O:35][CH2:36][CH2:37][CH2:38]4)[CH2:40][CH2:41]3)=[O:27])=[N:14][C:13]=2[C:15]([O:25][CH3:26])=[CH:16][CH:17]=1, predict the reactants needed to synthesize it. The reactants are: C1(O[C:8](=[O:27])[NH:9][C:10]2[S:11][C:12]3[C:18]([CH:19]4[CH2:24][O:23][CH2:22][CH2:21][O:20]4)=[CH:17][CH:16]=[C:15]([O:25][CH3:26])[C:13]=3[N:14]=2)C=CC=CC=1.FC(F)(F)C(O)=O.[O:35]1[C:39]2([CH2:44][CH2:43][NH:42][CH2:41][CH2:40]2)[CH2:38][CH2:37][CH2:36]1.C(N(C(C)C)C(C)C)C. (4) The reactants are: [Cl:1][C:2]1[CH:11]=[C:10]2[C:5]([C:6]([C:28]3[CH:29]=[C:30]([CH2:34][CH2:35][CH2:36][C:37]([OH:39])=[O:38])[CH:31]=[CH:32][CH:33]=3)=[C:7]([CH2:13][C:14]([NH:16][C:17]3[CH:22]=[CH:21][C:20]([F:23])=[CH:19][C:18]=3[C:24]([F:27])([F:26])[F:25])=[O:15])[C:8](=[O:12])[O:9]2)=[CH:4][C:3]=1[CH3:40].N.[Cl-].[Ca+2:43].[Cl-]. Given the product [Cl:1][C:2]1[CH:11]=[C:10]2[C:5]([C:6]([C:28]3[CH:29]=[C:30]([CH2:34][CH2:35][CH2:36][C:37]([O-:39])=[O:38])[CH:31]=[CH:32][CH:33]=3)=[C:7]([CH2:13][C:14]([NH:16][C:17]3[CH:22]=[CH:21][C:20]([F:23])=[CH:19][C:18]=3[C:24]([F:25])([F:27])[F:26])=[O:15])[C:8](=[O:12])[O:9]2)=[CH:4][C:3]=1[CH3:40].[Cl:1][C:2]1[CH:11]=[C:10]2[C:5]([C:6]([C:28]3[CH:29]=[C:30]([CH2:34][CH2:35][CH2:36][C:37]([O-:39])=[O:38])[CH:31]=[CH:32][CH:33]=3)=[C:7]([CH2:13][C:14]([NH:16][C:17]3[CH:22]=[CH:21][C:20]([F:23])=[CH:19][C:18]=3[C:24]([F:25])([F:27])[F:26])=[O:15])[C:8](=[O:12])[O:9]2)=[CH:4][C:3]=1[CH3:40].[Ca+2:43], predict the reactants needed to synthesize it. (5) Given the product [CH3:12][C@H:9]1[C:10](=[O:11])[NH:6][CH2:7][C@@H:8]1[C:13]([OH:15])=[O:14], predict the reactants needed to synthesize it. The reactants are: COC1C=C(OC)C=CC=1C[N:6]1[C:10](=[O:11])[C@H:9]([CH3:12])[C@@H:8]([C:13]([OH:15])=[O:14])[CH2:7]1.C1(OC)C=CC=CC=1. (6) Given the product [CH2:1]([O:8][CH:9]1[CH2:14][CH2:13][CH:12]([O:15][CH2:16][CH2:17][OH:18])[CH2:11][CH2:10]1)[C:2]1[CH:3]=[CH:4][CH:5]=[CH:6][CH:7]=1, predict the reactants needed to synthesize it. The reactants are: [CH2:1]([O:8][C@@H:9]1[CH2:14][CH2:13][C@H:12]([O:15][CH2:16][CH2:17][O:18][Si](C(C)(C)C)(C)C)[CH2:11][CH2:10]1)[C:2]1[CH:7]=[CH:6][CH:5]=[CH:4][CH:3]=1.[F-].C([N+](CCCC)(CCCC)CCCC)CCC. (7) Given the product [P:17]([O:7][CH2:6][CH2:5][C:2]([CH3:8])([CH3:1])[CH2:3][OH:4])([O:18][CH2:19][C:20]1[CH:21]=[CH:22][CH:23]=[CH:24][CH:25]=1)([O:26][CH2:27][C:28]1[CH:29]=[CH:30][CH:31]=[CH:32][CH:33]=1)=[O:44], predict the reactants needed to synthesize it. The reactants are: [CH3:1][C:2]([CH3:8])([CH2:5][CH2:6][OH:7])[CH2:3][OH:4].N1C=NN=N1.C(N(CC)[P:17]([O:26][CH2:27][C:28]1[CH:33]=[CH:32][CH:31]=[CH:30][CH:29]=1)[O:18][CH2:19][C:20]1[CH:25]=[CH:24][CH:23]=[CH:22][CH:21]=1)C.ClC1C=CC=C(C(OO)=[O:44])C=1.C([O-])([O-])=O.[Na+].[Na+].